This data is from Forward reaction prediction with 1.9M reactions from USPTO patents (1976-2016). The task is: Predict the product of the given reaction. (1) Given the reactants N12CCCN=C1CCCCC2.[F:12][C:13]1[CH:14]=[C:15]([CH2:21]O)[C:16]([O:19][CH3:20])=[N:17][CH:18]=1.C1(P([N:37]=[N+:38]=[N-:39])(C2C=CC=CC=2)=O)C=CC=CC=1, predict the reaction product. The product is: [N:37]([CH2:21][C:15]1[C:16]([O:19][CH3:20])=[N:17][CH:18]=[C:13]([F:12])[CH:14]=1)=[N+:38]=[N-:39]. (2) Given the reactants [CH3:1][O:2][C:3]1[C:4]([C:20](=O)[C:21]([F:24])([F:23])[F:22])=[C:5]2[C:9](=[C:10]([CH3:12])[CH:11]=1)[N:8]([C:13]([O:15][C:16]([CH3:19])([CH3:18])[CH3:17])=[O:14])[CH:7]=[CH:6]2.[CH3:26][C:27]([S:30]([NH2:32])=[O:31])([CH3:29])[CH3:28], predict the reaction product. The product is: [C:27]([S:30]([N:32]=[C:20]([C:4]1[C:3]([O:2][CH3:1])=[CH:11][C:10]([CH3:12])=[C:9]2[C:5]=1[CH:6]=[CH:7][N:8]2[C:13]([O:15][C:16]([CH3:18])([CH3:19])[CH3:17])=[O:14])[C:21]([F:22])([F:24])[F:23])=[O:31])([CH3:29])([CH3:28])[CH3:26]. (3) Given the reactants Br[CH2:2][CH2:3][CH:4]([C:9]1[S:10][C:11]2[CH:18]=[C:17]([O:19][CH3:20])[CH:16]=[CH:15][C:12]=2[C:13]=1[CH3:14])[CH2:5][CH2:6][CH2:7][CH3:8].[OH:21][C:22]1[CH:27]=[CH:26][C:25]([O:28][CH2:29][C:30]([O:32][CH2:33][CH3:34])=[O:31])=[C:24]([CH3:35])[CH:23]=1.C(=O)([O-])[O-].[Cs+].[Cs+], predict the reaction product. The product is: [CH3:35][C:24]1[CH:23]=[C:22]([O:21][CH2:2][CH2:3][CH:4]([C:9]2[S:10][C:11]3[CH:18]=[C:17]([O:19][CH3:20])[CH:16]=[CH:15][C:12]=3[C:13]=2[CH3:14])[CH2:5][CH2:6][CH2:7][CH3:8])[CH:27]=[CH:26][C:25]=1[O:28][CH2:29][C:30]([O:32][CH2:33][CH3:34])=[O:31].